This data is from Forward reaction prediction with 1.9M reactions from USPTO patents (1976-2016). The task is: Predict the product of the given reaction. (1) Given the reactants [Br:1][C:2]1[CH:3]=[C:4]([CH:8]=[C:9]([C:11]([F:14])([F:13])[F:12])[CH:10]=1)[C:5]([OH:7])=O.CCN(C(C)C)C(C)C.Cl.Cl.[NH2:26][CH2:27][CH:28]1[CH2:33][CH2:32][N:31]([CH2:34][CH2:35][NH:36][S:37]([C:40]([F:43])([F:42])[F:41])(=[O:39])=[O:38])[CH2:30][CH2:29]1.CN(C(ON1N=NC2C=CC=NC1=2)=[N+](C)C)C.F[P-](F)(F)(F)(F)F, predict the reaction product. The product is: [Br:1][C:2]1[CH:3]=[C:4]([CH:8]=[C:9]([C:11]([F:14])([F:13])[F:12])[CH:10]=1)[C:5]([NH:26][CH2:27][CH:28]1[CH2:33][CH2:32][N:31]([CH2:34][CH2:35][NH:36][S:37]([C:40]([F:43])([F:42])[F:41])(=[O:39])=[O:38])[CH2:30][CH2:29]1)=[O:7]. (2) Given the reactants [CH3:1]OS(OC)(=O)=O.[OH:8][C:9]1[C:18]([OH:19])=[CH:17][C:16]2[C:11](=[CH:12][CH:13]=[CH:14][CH:15]=2)[CH:10]=1.[OH-].[Na+], predict the reaction product. The product is: [CH3:1][O:8][C:9]1[C:18]([OH:19])=[CH:17][C:16]2[C:11]([CH:10]=1)=[CH:12][CH:13]=[CH:14][CH:15]=2. (3) Given the reactants [CH3:1][N:2]1[CH2:7][CH2:6][CH:5]([N:8]2[C:16]3[C:11](=[CH:12][C:13]([NH2:17])=[CH:14][CH:15]=3)[CH:10]=[CH:9]2)[CH2:4][CH2:3]1.I.CS[C:21]([C:23]1[S:24][CH:25]=[CH:26][CH:27]=1)=[NH:22], predict the reaction product. The product is: [CH3:1][N:2]1[CH2:7][CH2:6][CH:5]([N:8]2[C:16]3[C:11](=[CH:12][C:13]([NH:17][C:21]([C:23]4[S:24][CH:25]=[CH:26][CH:27]=4)=[NH:22])=[CH:14][CH:15]=3)[CH:10]=[CH:9]2)[CH2:4][CH2:3]1.